Task: Predict the product of the given reaction.. Dataset: Forward reaction prediction with 1.9M reactions from USPTO patents (1976-2016) (1) The product is: [Cl:1][C:2]1[CH:7]=[CH:6][CH:5]=[CH:4][C:3]=1[C:8](=[O:10])[CH2:9][C:11](=[O:16])[C:12]([O:14][CH3:15])=[O:13]. Given the reactants [Cl:1][C:2]1[CH:7]=[CH:6][CH:5]=[CH:4][C:3]=1[C:8](=[O:10])[CH3:9].[C:11](OC)(=[O:16])[C:12]([O:14][CH3:15])=[O:13].[H-].[Na+].Cl, predict the reaction product. (2) Given the reactants [CH2:1]([N:5]1[C:13]2[N:12]=[C:11]([Cl:14])[NH:10][C:9]=2[C:8](=[O:15])[N:7]([CH2:16][CH2:17][CH2:18]CC2ON=C(C3C=CC=CC=3)C=2)[C:6]1=[O:31])[CH2:2][CH2:3][CH3:4].C(N1C2N=C(Cl)N(CC=C)C=2C(=O)NC1=O)CCC.[C:51]1([C:57]2[N:61]=[C:60]([S:62]CCCO)[O:59][N:58]=2)[CH:56]=[CH:55][CH:54]=[CH:53][CH:52]=1, predict the reaction product. The product is: [CH2:1]([N:5]1[C:13]2[N:12]=[C:11]([Cl:14])[NH:10][C:9]=2[C:8](=[O:15])[N:7]([CH2:16][CH2:17][CH2:18][S:62][C:60]2[O:59][N:58]=[C:57]([C:51]3[CH:56]=[CH:55][CH:54]=[CH:53][CH:52]=3)[N:61]=2)[C:6]1=[O:31])[CH2:2][CH2:3][CH3:4]. (3) Given the reactants [CH3:1][O:2][C:3]1[C:4]([NH2:9])=[CH:5][CH:6]=[CH:7][CH:8]=1.C(N(CC)CC)C.[C:17](Cl)(=[O:19])[CH3:18], predict the reaction product. The product is: [C:17]([NH:9][C:4]1[C:3](=[CH:8][CH:7]=[CH:6][CH:5]=1)[O:2][CH3:1])(=[O:19])[CH3:18]. (4) The product is: [Cl:1][C:2]1[CH:19]=[CH:18][C:5]([C:6]([NH:8][CH2:9][CH2:10][C:11]2[CH:12]=[C:13]([CH:14]=[CH:15][CH:16]=2)[O:17][C:31]2[CH:36]=[CH:35][N:34]=[C:33]([C:37]([NH:39][CH3:40])=[O:38])[CH:32]=2)=[O:7])=[CH:4][C:3]=1[C:20]([F:21])([F:22])[F:23]. Given the reactants [Cl:1][C:2]1[CH:19]=[CH:18][C:5]([C:6]([NH:8][CH2:9][CH2:10][C:11]2[CH:16]=[CH:15][CH:14]=[C:13]([OH:17])[CH:12]=2)=[O:7])=[CH:4][C:3]=1[C:20]([F:23])([F:22])[F:21].C([O-])([O-])=O.[Cs+].[Cs+].Cl[C:31]1[CH:36]=[CH:35][N:34]=[C:33]([C:37]([NH:39][CH3:40])=[O:38])[CH:32]=1, predict the reaction product. (5) Given the reactants [OH:1][C:2]1[C:3]([CH:11]=O)=[CH:4][C:5]2[O:9][CH2:8][O:7][C:6]=2[CH:10]=1.C(NCCCC)CCC.C1(=O)OC(=O)C2=CC=CC=C12.[N+:33]([CH:36](O)[CH3:37])([O-:35])=[O:34], predict the reaction product. The product is: [CH2:8]1[O:7][C:6]2[CH:10]=[C:2]3[C:3]([CH:11]=[C:36]([N+:33]([O-:35])=[O:34])[CH2:37][O:1]3)=[CH:4][C:5]=2[O:9]1. (6) The product is: [C:3]([O:7][CH2:8][C:9]1[CH:10]=[C:11]([C:15]2[CH:16]=[CH:17][C:18]([NH2:21])=[N:19][CH:20]=2)[CH:12]=[CH:13][CH:14]=1)([CH3:6])([CH3:4])[CH3:5]. Given the reactants [OH-].[Na+].[C:3]([O:7][CH2:8][C:9]1[CH:10]=[C:11]([C:15]2[CH:16]=[CH:17][C:18]([NH:21]C(=O)C)=[N:19][CH:20]=2)[CH:12]=[CH:13][CH:14]=1)([CH3:6])([CH3:5])[CH3:4], predict the reaction product.